This data is from Catalyst prediction with 721,799 reactions and 888 catalyst types from USPTO. The task is: Predict which catalyst facilitates the given reaction. (1) Reactant: [CH3:1][O:2][CH2:3][CH:4]1[CH2:7][CH2:6][N:5]1C(OC(C)(C)C)=O.[F:15][C:16]([F:21])([F:20])[C:17]([OH:19])=[O:18]. Product: [F:15][C:16]([F:21])([F:20])[C:17]([OH:19])=[O:18].[CH3:1][O:2][CH2:3][C@H:4]1[CH2:7][CH2:6][NH:5]1. The catalyst class is: 2. (2) Reactant: [F:1][CH:2]([F:19])[CH2:3][N:4]1[CH2:9][CH2:8][CH:7]([C:10]2[CH:18]=[CH:17][C:13]([C:14](O)=O)=[CH:12][CH:11]=2)[CH2:6][CH2:5]1.[Cl:20][C:21]1[N:26]=[CH:25][N:24]=[C:23]([NH2:27])[C:22]=1[NH2:28]. Product: [Cl:20][C:21]1[N:26]=[CH:25][N:24]=[C:23]2[C:22]=1[N:28]=[C:14]([C:13]1[CH:17]=[CH:18][C:10]([CH:7]3[CH2:8][CH2:9][N:4]([CH2:3][CH:2]([F:19])[F:1])[CH2:5][CH2:6]3)=[CH:11][CH:12]=1)[NH:27]2. The catalyst class is: 265. (3) Reactant: [CH2:1]([O:3][C:4]([C:6]1[C:18]([CH2:19][CH2:20][C:21]2[CH:26]=[CH:25][C:24]([F:27])=[CH:23][CH:22]=2)=[N:17][C:9]2[C@H:10]3[N:14]([C:15](=[O:16])[C:8]=2[C:7]=1[C:28]1[S:32][CH:31]=[C:30]([C:33](O)=[O:34])[CH:29]=1)[CH2:13][CH2:12][CH2:11]3)=[O:5])[CH3:2].[F:36][C:37]1[CH:38]=[C:39]([CH:42]=[CH:43][C:44]=1[F:45])[CH2:40][NH2:41].CCN=C=NCCCN(C)C.C1C=CC2N(O)N=NC=2C=1.Cl. Product: [F:36][C:37]1[CH:38]=[C:39]([CH:42]=[CH:43][C:44]=1[F:45])[CH2:40][NH:41][C:33]([C:30]1[CH:29]=[C:28]([C:7]2[C:8]3[C:15](=[O:16])[N:14]4[C@H:10]([C:9]=3[N:17]=[C:18]([CH2:19][CH2:20][C:21]3[CH:22]=[CH:23][C:24]([F:27])=[CH:25][CH:26]=3)[C:6]=2[C:4]([O:3][CH2:1][CH3:2])=[O:5])[CH2:11][CH2:12][CH2:13]4)[S:32][CH:31]=1)=[O:34]. The catalyst class is: 2. (4) Reactant: [CH2:1]([O:8][C:9]([NH:11][CH2:12][CH2:13][CH2:14][CH2:15][CH2:16][CH2:17][CH2:18][C:19]([OH:21])=O)=[O:10])[C:2]1[CH:7]=[CH:6][CH:5]=[CH:4][CH:3]=1.C1C=[CH:24][C:25]2N(O)N=[N:28][C:26]=2C=1.C(Cl)CCl.CCN(C(C)C)C(C)C.C(N)C=C. Product: [O:21]=[C:19]([NH:28][CH2:26][CH:25]=[CH2:24])[CH2:18][CH2:17][CH2:16][CH2:15][CH2:14][CH2:13][CH2:12][NH:11][C:9](=[O:10])[O:8][CH2:1][C:2]1[CH:3]=[CH:4][CH:5]=[CH:6][CH:7]=1. The catalyst class is: 3. (5) Reactant: [CH2:1]([N:8]([CH2:17][C:18]1[CH:23]=[CH:22][CH:21]=[CH:20][CH:19]=1)[C@H:9]1[CH2:14][CH2:13][C@H:12]([NH2:15])[C@@H:11]([CH3:16])[CH2:10]1)[C:2]1[CH:7]=[CH:6][CH:5]=[CH:4][CH:3]=1.[CH2:24]([N:31]([CH2:40][C:41]1[CH:46]=[CH:45][CH:44]=[CH:43][CH:42]=1)[C@@H:32]1[CH2:37][CH2:36][C@@H:35]([NH2:38])[C@H:34]([CH3:39])[CH2:33]1)[C:25]1[CH:30]=[CH:29][CH:28]=[CH:27][CH:26]=1.[C:47]([O-:50])([OH:49])=[O:48].[Na+]. Product: [CH2:17]([N:8]([CH2:1][C:2]1[CH:3]=[CH:4][CH:5]=[CH:6][CH:7]=1)[C@H:9]1[CH2:14][CH2:13][C@H:12]([NH:15][C:47](=[O:48])[O:49][C:25]([CH3:30])([CH3:26])[CH3:24])[C@@H:11]([CH3:16])[CH2:10]1)[C:18]1[CH:23]=[CH:22][CH:21]=[CH:20][CH:19]=1.[CH2:40]([N:31]([CH2:24][C:25]1[CH:26]=[CH:27][CH:28]=[CH:29][CH:30]=1)[C@@H:32]1[CH2:37][CH2:36][C@@H:35]([NH:38][C:47](=[O:48])[O:50][C:2]([CH3:7])([CH3:3])[CH3:1])[C@H:34]([CH3:39])[CH2:33]1)[C:41]1[CH:46]=[CH:45][CH:44]=[CH:43][CH:42]=1. The catalyst class is: 12. (6) Reactant: [H-].[Na+].[CH:3]1([C@@H:9]([NH:11][C:12]([C:14]2[C:23]3[C:18](=[CH:19][CH:20]=[CH:21][CH:22]=3)[N:17]=[C:16]([C:24]3[CH:29]=[CH:28][CH:27]=[CH:26][CH:25]=3)[C:15]=2[CH2:30][N:31]2[CH2:36][CH2:35][N:34]([C:37]3[CH:42]=CC=CC=3)[C:33](=[O:43])[CH2:32]2)=[O:13])[CH3:10])[CH2:8][CH2:7][CH2:6][CH2:5][CH2:4]1.BrCC[O:47]C1CCCCO1.[Na+].[Cl-:55]. Product: [ClH:55].[ClH:55].[CH:3]1([C@@H:9]([NH:11][C:12]([C:14]2[C:23]3[C:18](=[CH:19][CH:20]=[CH:21][CH:22]=3)[N:17]=[C:16]([C:24]3[CH:29]=[CH:28][CH:27]=[CH:26][CH:25]=3)[C:15]=2[CH2:30][N:31]2[CH2:36][CH2:35][N:34]([CH2:37][CH2:42][OH:47])[C:33](=[O:43])[CH2:32]2)=[O:13])[CH3:10])[CH2:8][CH2:7][CH2:6][CH2:5][CH2:4]1. The catalyst class is: 198. (7) Reactant: Cl.[C:2]1([C:8]2[N:13]=[N:12][C:11]([CH2:14][NH2:15])=[CH:10][CH:9]=2)[CH:7]=[CH:6][CH:5]=[CH:4][CH:3]=1.C(N(CC)CC)C.[N:23]1[CH:28]=[CH:27][CH:26]=[C:25]([S:29](Cl)(=[O:31])=[O:30])[CH:24]=1. Product: [C:2]1([C:8]2[N:13]=[N:12][C:11]([CH2:14][NH:15][S:29]([C:25]3[CH:24]=[N:23][CH:28]=[CH:27][CH:26]=3)(=[O:31])=[O:30])=[CH:10][CH:9]=2)[CH:3]=[CH:4][CH:5]=[CH:6][CH:7]=1. The catalyst class is: 2.